Dataset: Full USPTO retrosynthesis dataset with 1.9M reactions from patents (1976-2016). Task: Predict the reactants needed to synthesize the given product. (1) The reactants are: [S:1]1[CH:5]=[CH:4][CH:3]=[CH:2]1.C1COCC1.C([Li])CCC.Br[CH2:17][CH2:18][CH2:19][CH2:20][CH2:21][CH2:22][CH2:23][CH2:24][CH2:25][CH3:26]. Given the product [CH2:17]([C:2]1[S:1][CH:5]=[CH:4][CH:3]=1)[CH2:18][CH2:19][CH2:20][CH2:21][CH2:22][CH2:23][CH2:24][CH2:25][CH3:26], predict the reactants needed to synthesize it. (2) Given the product [CH:1]([O:4][C:5]1[C:10]([CH2:11][NH:12][C:19]([NH:26][C:27]2[C:32]3[O:33][CH2:34][C:35](=[O:37])[NH:36][C:31]=3[CH:30]=[CH:29][CH:28]=2)=[O:20])=[CH:9][CH:8]=[C:7]([CH3:13])[N:6]=1)([CH3:3])[CH3:2], predict the reactants needed to synthesize it. The reactants are: [CH:1]([O:4][C:5]1[C:10]([CH2:11][NH2:12])=[CH:9][CH:8]=[C:7]([CH3:13])[N:6]=1)([CH3:3])[CH3:2].C1N=CN([C:19](N2C=NC=C2)=[O:20])C=1.[NH2:26][C:27]1[C:32]2[O:33][CH2:34][C:35](=[O:37])[NH:36][C:31]=2[CH:30]=[CH:29][CH:28]=1. (3) Given the product [ClH:1].[F:3][C:4]1[CH:9]=[CH:8][CH:7]=[CH:6][C:5]=1[C:10]1[N:11]=[N:12][N:13]2[C:18]=1[CH2:17][O:16][C@@H:15]1[CH2:19][N:20]([CH2:37][C:36]3[CH:35]=[N:34][C:33]([C:32]([F:42])([F:31])[F:41])=[CH:40][CH:39]=3)[CH2:21][C@@H:14]21, predict the reactants needed to synthesize it. The reactants are: [ClH:1].Cl.[F:3][C:4]1[CH:9]=[CH:8][CH:7]=[CH:6][C:5]=1[C:10]1[N:11]=[N:12][N:13]2[C:18]=1[CH2:17][O:16][C@@H:15]1[CH2:19][NH:20][CH2:21][C@@H:14]21.CCN(C(C)C)C(C)C.[F:31][C:32]([F:42])([F:41])[C:33]1[CH:40]=[CH:39][C:36]([CH:37]=O)=[CH:35][N:34]=1.[BH-](OC(C)=O)(OC(C)=O)OC(C)=O.[Na+]. (4) Given the product [CH3:31][O:30][C:27]1[CH:28]=[CH:29][C:24]([C:9]2[CH2:10][CH2:11][N:12]([C:15]([O:17][C:18]([CH3:19])([CH3:20])[CH3:21])=[O:16])[CH2:13][CH:14]=2)=[CH:25][C:26]=1[N+:32]([O-:34])=[O:33], predict the reactants needed to synthesize it. The reactants are: CC1(C)C(C)(C)OB([C:9]2[CH2:10][CH2:11][N:12]([C:15]([O:17][C:18]([CH3:21])([CH3:20])[CH3:19])=[O:16])[CH2:13][CH:14]=2)O1.Br[C:24]1[CH:29]=[CH:28][C:27]([O:30][CH3:31])=[C:26]([N+:32]([O-:34])=[O:33])[CH:25]=1.C(=O)([O-])[O-].[K+].[K+]. (5) Given the product [CH:1]1[C:11]2[CH:10]=[CH:9][C:8]3[CH:12]=[CH:13][CH:14]=[CH:15][C:7]=3[N:6]([CH2:22][C:21]#[N:25])[C:5]=2[CH:4]=[CH:3][CH:2]=1, predict the reactants needed to synthesize it. The reactants are: [CH:1]1[C:11]2[CH:10]=[CH:9][C:8]3[CH:12]=[CH:13][CH:14]=[CH:15][C:7]=3[NH:6][C:5]=2[CH:4]=[CH:3][CH:2]=1.S([O-])([O-])(=O)=O.[CH2:21]([N+:25](CCCC)(CCCC)CCCC)[CH2:22]CC.C([N+](CCCC)(CCCC)CCCC)CCC.BrCC#N.[OH-].[Na+]. (6) Given the product [N:24]1[CH:29]=[CH:28][C:27]([C:2]2[CH:7]=[CH:6][C:5]([NH:8][C:9](=[O:15])[O:10][C:11]([CH3:14])([CH3:13])[CH3:12])=[C:4]([NH:16][C:17](=[O:23])[O:18][C:19]([CH3:22])([CH3:21])[CH3:20])[CH:3]=2)=[CH:26][CH:25]=1, predict the reactants needed to synthesize it. The reactants are: Br[C:2]1[CH:7]=[CH:6][C:5]([NH:8][C:9](=[O:15])[O:10][C:11]([CH3:14])([CH3:13])[CH3:12])=[C:4]([NH:16][C:17](=[O:23])[O:18][C:19]([CH3:22])([CH3:21])[CH3:20])[CH:3]=1.[N:24]1[CH:29]=[CH:28][C:27](B(O)O)=[CH:26][CH:25]=1.C(=O)([O-])[O-].[Na+].[Na+].